The task is: Regression/Classification. Given a drug SMILES string, predict its absorption, distribution, metabolism, or excretion properties. Task type varies by dataset: regression for continuous measurements (e.g., permeability, clearance, half-life) or binary classification for categorical outcomes (e.g., BBB penetration, CYP inhibition). Dataset: hlm.. This data is from Human liver microsome stability data. (1) The drug is COc1cnc(-c2ccco2)c2[nH]cc(C(=O)C(=O)N3CCN(C(=O)c4ccccc4)CC3)c12. The result is 1 (stable in human liver microsomes). (2) The molecule is O=C(NCCCc1nnc(C2CC2)n1-c1ccc(F)cc1)NC1CCC(F)CC1. The result is 0 (unstable in human liver microsomes). (3) The molecule is COc1ccc(-c2cc(-c3ccc(C(=O)NCCCO)cc3)cnc2N)cn1. The result is 0 (unstable in human liver microsomes). (4) The drug is CC(C)(C)[C@@H](CO)NC(=O)c1nn(-c2cnccn2)c2c1C[C@@H]1C[C@H]21. The result is 0 (unstable in human liver microsomes). (5) The compound is CC[C@H]1OC(=O)[C@H](C)[C@@H](O[C@H]2C[C@@](C)(OC)[C@@H](O)[C@H](C)O2)[C@H](C)[C@@H](O[C@@H]2O[C@H](C)C[C@H](N(C)C)[C@H]2O)[C@](C)(O)C[C@@H](C)CN(CCCN(CCC#N)C(=O)Nc2ccc3ccccc3c2)[C@H](C)[C@@H](O)[C@]1(C)O. The result is 0 (unstable in human liver microsomes). (6) The drug is NCc1ccc(-c2cnccc2-c2cccnc2)o1. The result is 0 (unstable in human liver microsomes).